From a dataset of Forward reaction prediction with 1.9M reactions from USPTO patents (1976-2016). Predict the product of the given reaction. (1) Given the reactants [NH2:1][C:2]1[N:7]=[CH:6][N:5]=[C:4]2[N:8]([CH2:16][C:17]([O:19][C:20]([CH3:23])([CH3:22])[CH3:21])=[O:18])[N:9]=[C:10]([C:11]3[NH:12][CH2:13][CH2:14][N:15]=3)[C:3]=12.CC(OI1(OC(C)=O)(OC(C)=O)OC(=O)C2C=CC=CC1=2)=O.[O-]S([O-])(=S)=O.[Na+].[Na+].[OH-].[Na+], predict the reaction product. The product is: [C:20]([O:19][C:17](=[O:18])[CH2:16][N:8]1[C:4]2=[N:5][CH:6]=[N:7][C:2]([NH2:1])=[C:3]2[C:10]([C:11]2[NH:15][CH:14]=[CH:13][N:12]=2)=[N:9]1)([CH3:23])([CH3:21])[CH3:22]. (2) Given the reactants [CH2:1]([C:8]1[N:12]([C:13]2[CH:18]=[CH:17][C:16]([S:19]([NH2:22])(=[O:21])=[O:20])=[CH:15][C:14]=2[F:23])[N:11]=[C:10]([CH2:24]O)[N:9]=1)[C:2]1[CH:7]=[CH:6][CH:5]=[CH:4][CH:3]=1.S(Cl)([Cl:28])=O, predict the reaction product. The product is: [CH2:1]([C:8]1[N:12]([C:13]2[CH:18]=[CH:17][C:16]([S:19]([NH2:22])(=[O:21])=[O:20])=[CH:15][C:14]=2[F:23])[N:11]=[C:10]([CH2:24][Cl:28])[N:9]=1)[C:2]1[CH:7]=[CH:6][CH:5]=[CH:4][CH:3]=1. (3) Given the reactants [OH-].[Na+].[F:3][C:4]1[CH:5]=[CH:6][C:7]([C:10]2[CH:39]=[CH:38][C:13]([CH2:14][C:15]3([CH3:37])[C:19](=[O:20])[O:18]C(C4C=CC=CC=4)[N:16]3[C:27]([O:29][CH2:30][C:31]3[CH:36]=[CH:35][CH:34]=[CH:33][CH:32]=3)=[O:28])=[CH:12][CH:11]=2)=[N:8][CH:9]=1, predict the reaction product. The product is: [CH2:30]([O:29][C:27]([NH:16][C:15]([CH3:37])([CH2:14][C:13]1[CH:38]=[CH:39][C:10]([C:7]2[CH:6]=[CH:5][C:4]([F:3])=[CH:9][N:8]=2)=[CH:11][CH:12]=1)[C:19]([OH:20])=[O:18])=[O:28])[C:31]1[CH:32]=[CH:33][CH:34]=[CH:35][CH:36]=1. (4) Given the reactants [CH3:1][O:2][C:3](=[O:14])[C:4]1[CH:9]=[CH:8][C:7]([N+:10]([O-:12])=[O:11])=[CH:6][C:5]=1[OH:13].ClC(Cl)(O[C:19](=[O:25])OC(Cl)(Cl)Cl)Cl.C(N(C(C)C)CC)(C)C.CCN(CC)CC.[CH3:43][N:44]1[CH2:49][CH2:48][NH:47][CH2:46][CH2:45]1, predict the reaction product. The product is: [CH3:43][N:44]1[CH2:49][CH2:48][N:47]([C:19]([O:13][C:5]2[CH:6]=[C:7]([N+:10]([O-:12])=[O:11])[CH:8]=[CH:9][C:4]=2[C:3]([O:2][CH3:1])=[O:14])=[O:25])[CH2:46][CH2:45]1.